This data is from Forward reaction prediction with 1.9M reactions from USPTO patents (1976-2016). The task is: Predict the product of the given reaction. The product is: [CH2:16]([O:15][C:13]([C:2]1[NH:1][C:5]([C:6]([OH:8])=[O:7])=[CH:4][N:3]=1)=[O:14])[CH3:17]. Given the reactants [NH:1]1[C:5]([C:6]([O:8]C(C)(C)C)=[O:7])=[CH:4][N:3]=[C:2]1[C:13]([O:15][CH2:16][CH3:17])=[O:14].C(O)(C(F)(F)F)=O, predict the reaction product.